Predict the reactants needed to synthesize the given product. From a dataset of Full USPTO retrosynthesis dataset with 1.9M reactions from patents (1976-2016). (1) The reactants are: C(O[C:5]1[CH:10]=[CH:9][C:8]([CH3:11])=[CH:7][C:6]=1[C:12]1[N:20]([CH2:21][C:22]2[CH:27]=[CH:26][C:25]([Cl:28])=[CH:24][CH:23]=2)[C:19]2[C:14](=[N:15][C:16]([Cl:35])=[N:17][C:18]=2[NH:29][C@@H:30]([CH:32]2[CH2:34][CH2:33]2)[CH3:31])[N:13]=1)C=C.C[N+]1([O-])CC[O:40]CC1.[OH2:44].S([O-])([O-])(=O)=S.[Na+].[Na+].[CH3:52][C:53]([CH3:55])=[O:54]. Given the product [Cl:35][C:16]1[N:15]=[C:14]2[C:19]([N:20]([CH2:21][C:22]3[CH:23]=[CH:24][C:25]([Cl:28])=[CH:26][CH:27]=3)[C:12]([C:6]3[CH:7]=[C:8]([CH3:11])[CH:9]=[CH:10][C:5]=3[O:44][CH2:52][CH:53]([OH:54])[CH2:55][OH:40])=[N:13]2)=[C:18]([NH:29][C@@H:30]([CH:32]2[CH2:33][CH2:34]2)[CH3:31])[N:17]=1, predict the reactants needed to synthesize it. (2) Given the product [CH3:13][O:12][C:9]1[CH:10]=[C:11]2[C:6](=[CH:7][C:8]=1[O:14][CH3:15])[N:5]=[N:4][CH:3]=[C:2]2[C:18]1[S:19][CH:20]=[CH:21][N:22]=1, predict the reactants needed to synthesize it. The reactants are: Br[C:2]1[C:11]2[C:6](=[CH:7][C:8]([O:14][CH3:15])=[C:9]([O:12][CH3:13])[CH:10]=2)[N:5]=[N:4][CH:3]=1.Br[Zn][C:18]1[S:19][CH:20]=[CH:21][N:22]=1.